Dataset: Reaction yield outcomes from USPTO patents with 853,638 reactions. Task: Predict the reaction yield, written as a fraction of the theoretical maximum amount of product (1.0 means a 100% yield; for example, 0.34 means a 34% yield). (1) The reactants are Cl.[NH:2]1[CH2:7][CH2:6][CH2:5][C@H:4]([N:8]2[C:12]3=[C:13]4[S:19][CH:18]=[CH:17][C:14]4=[N:15][CH:16]=[C:11]3[N:10]=[C:9]2[C@H:20]([OH:22])[CH3:21])[CH2:3]1.C(N(CC)CC)C.Cl[C:31]([O:33][CH2:34][CH3:35])=[O:32]. The catalyst is C(Cl)Cl. The product is [OH:22][C@@H:20]([C:9]1[N:8]([C@H:4]2[CH2:5][CH2:6][CH2:7][N:2]([C:31]([O:33][CH2:34][CH3:35])=[O:32])[CH2:3]2)[C:12]2=[C:13]3[S:19][CH:18]=[CH:17][C:14]3=[N:15][CH:16]=[C:11]2[N:10]=1)[CH3:21]. The yield is 0.340. (2) The reactants are [C:1]([C:4]1[C:9]([C:10]2[CH:15]=[CH:14][CH:13]=[CH:12][CH:11]=2)=[N:8][N:7]([CH2:16][CH3:17])[C:6](=[O:18])[C:5]=1[N+:19]([O-])=O)(=[O:3])[CH3:2].N[C:23]1[CH:24]=[CH:25][C:26]([Br:33])=[C:27]2[C:32]=1[N:31]=[CH:30][CH:29]=[CH:28]2. The catalyst is C(O)C. The product is [C:1]([C:4]1[C:9]([C:10]2[CH:15]=[CH:14][CH:13]=[CH:12][CH:11]=2)=[N:8][N:7]([CH2:16][CH3:17])[C:6](=[O:18])[C:5]=1[NH:19][C:23]1[CH:24]=[CH:25][C:26]([Br:33])=[C:27]2[C:32]=1[N:31]=[CH:30][CH:29]=[CH:28]2)(=[O:3])[CH3:2]. The yield is 0.250. (3) The reactants are [NH2:1][CH2:2][CH:3]([OH:7])/[CH:4]=[CH:5]/[CH3:6].C(N(C(C)C)CC)(C)C.[CH3:17][O:18][C:19](Cl)=[O:20].O. The catalyst is ClCCl. The product is [CH3:17][O:18][C:19](=[O:20])[NH:1][CH2:2][CH:3]([OH:7])/[CH:4]=[CH:5]/[CH3:6]. The yield is 1.00. (4) The reactants are [CH3:1][CH:2]1[NH:7][CH:6]([CH3:8])[CH2:5][N:4]([C:9]2[CH:16]=[CH:15][C:12]([CH:13]=[O:14])=[CH:11][CH:10]=2)[CH2:3]1.CCN(CC)CC.[C:24](Cl)(=[O:26])[CH3:25]. The catalyst is C(Cl)Cl. The product is [C:24]([N:7]1[CH:2]([CH3:1])[CH2:3][N:4]([C:9]2[CH:16]=[CH:15][C:12]([CH:13]=[O:14])=[CH:11][CH:10]=2)[CH2:5][CH:6]1[CH3:8])(=[O:26])[CH3:25]. The yield is 0.830.